This data is from Full USPTO retrosynthesis dataset with 1.9M reactions from patents (1976-2016). The task is: Predict the reactants needed to synthesize the given product. Given the product [F:24][C:3]1[CH:4]=[C:5]([N:8]2[CH:17]=[CH:16][C:15]3[N:14]=[C:13]([O:18][CH2:19][C:20]([NH2:22])=[O:21])[CH:12]=[CH:11][C:10]=3[C:9]2=[O:23])[CH:6]=[CH:7][C:2]=1[N:1]1[CH2:31][CH2:30][NH:29][CH2:28][CH2:27]1, predict the reactants needed to synthesize it. The reactants are: [NH2:1][C:2]1[CH:7]=[CH:6][C:5]([N:8]2[CH:17]=[CH:16][C:15]3[N:14]=[C:13]([O:18][CH2:19][C:20]([NH2:22])=[O:21])[CH:12]=[CH:11][C:10]=3[C:9]2=[O:23])=[CH:4][C:3]=1[F:24].Cl.Cl[CH2:27][CH2:28][NH:29][CH2:30][CH2:31]Cl.C(=O)([O-])[O-].[K+].[K+].